Dataset: TCR-epitope binding with 47,182 pairs between 192 epitopes and 23,139 TCRs. Task: Binary Classification. Given a T-cell receptor sequence (or CDR3 region) and an epitope sequence, predict whether binding occurs between them. (1) The epitope is RAKFKQLL. Result: 0 (the TCR does not bind to the epitope). The TCR CDR3 sequence is CASSQENQETQYF. (2) The epitope is SEETGTLIV. The TCR CDR3 sequence is CASSQIGGSDYGYTF. Result: 0 (the TCR does not bind to the epitope). (3) The epitope is DATYQRTRALVR. The TCR CDR3 sequence is CARSRGGINTGELFF. Result: 0 (the TCR does not bind to the epitope). (4) The epitope is RIFTIGTVTLK. The TCR CDR3 sequence is CASVTDTGELFF. Result: 1 (the TCR binds to the epitope).